Dataset: Reaction yield outcomes from USPTO patents with 853,638 reactions. Task: Predict the reaction yield, written as a fraction of the theoretical maximum amount of product (1.0 means a 100% yield; for example, 0.34 means a 34% yield). (1) The reactants are Cl.[CH:2]1[C:15]2[NH:14][C:13]3[C:8](=[CH:9][CH:10]=[CH:11][CH:12]=3)[S:7][C:6]=2[CH:5]=[CH:4][C:3]=1[C:16]1[N:17]=[C:18]([CH2:21][NH2:22])[S:19][CH:20]=1.[CH3:23][C:24]([CH:27]=O)([CH3:26])[CH3:25].C(=O)CC. No catalyst specified. The product is [CH2:23]([NH:22][CH2:21][C:18]1[S:19][CH:20]=[C:16]([C:3]2[CH:4]=[CH:5][C:6]3[S:7][C:8]4[C:13](=[CH:12][CH:11]=[CH:10][CH:9]=4)[NH:14][C:15]=3[CH:2]=2)[N:17]=1)[C:24]([CH3:27])([CH3:26])[CH3:25]. The yield is 0.406. (2) The reactants are [OH:1][CH:2]1[CH2:7][CH2:6][N:5]([C:8]2[N:13]=[N:12][C:11]([C:14]([OH:16])=O)=[CH:10][CH:9]=2)[CH2:4][CH2:3]1.[N:17]1[CH:18]=[CH:19][N:20]2[CH:25]=[CH:24][N:23]=[C:22]([N:26]3[CH2:30][CH2:29][C@H:28]([NH2:31])[CH2:27]3)[C:21]=12.C(N(CC)CC)C.CN(C(ON1N=NC2C=CC=NC1=2)=[N+](C)C)C.F[P-](F)(F)(F)(F)F. The catalyst is CS(C)=O. The product is [OH:1][CH:2]1[CH2:3][CH2:4][N:5]([C:8]2[N:13]=[N:12][C:11]([C:14]([NH:31][C@H:28]3[CH2:29][CH2:30][N:26]([C:22]4[C:21]5[N:20]([CH:19]=[CH:18][N:17]=5)[CH:25]=[CH:24][N:23]=4)[CH2:27]3)=[O:16])=[CH:10][CH:9]=2)[CH2:6][CH2:7]1. The yield is 0.660. (3) The reactants are [Cl:1][C:2]1[CH:11]=[CH:10][C:9]2[C:4](=[C:5]([F:12])[CH:6]=[CH:7][CH:8]=2)[N:3]=1.C([N-]C(C)C)(C)C.[Li+].[CH:21](=[O:23])[CH3:22].CCOC(C)=O. The yield is 0.500. The catalyst is C1COCC1. The product is [Cl:1][C:2]1[C:11]([CH:21]([OH:23])[CH3:22])=[CH:10][C:9]2[C:4](=[C:5]([F:12])[CH:6]=[CH:7][CH:8]=2)[N:3]=1.